Dataset: NCI-60 drug combinations with 297,098 pairs across 59 cell lines. Task: Regression. Given two drug SMILES strings and cell line genomic features, predict the synergy score measuring deviation from expected non-interaction effect. (1) Drug 1: C1=CC(=C2C(=C1NCCNCCO)C(=O)C3=C(C=CC(=C3C2=O)O)O)NCCNCCO. Drug 2: CCC1(CC2CC(C3=C(CCN(C2)C1)C4=CC=CC=C4N3)(C5=C(C=C6C(=C5)C78CCN9C7C(C=CC9)(C(C(C8N6C=O)(C(=O)OC)O)OC(=O)C)CC)OC)C(=O)OC)O.OS(=O)(=O)O. Cell line: HOP-62. Synergy scores: CSS=61.7, Synergy_ZIP=7.67, Synergy_Bliss=5.50, Synergy_Loewe=3.06, Synergy_HSA=5.75. (2) Drug 1: CCC1=CC2CC(C3=C(CN(C2)C1)C4=CC=CC=C4N3)(C5=C(C=C6C(=C5)C78CCN9C7C(C=CC9)(C(C(C8N6C)(C(=O)OC)O)OC(=O)C)CC)OC)C(=O)OC.C(C(C(=O)O)O)(C(=O)O)O. Drug 2: CN(C)C1=NC(=NC(=N1)N(C)C)N(C)C. Cell line: SF-295. Synergy scores: CSS=42.8, Synergy_ZIP=0.572, Synergy_Bliss=-3.71, Synergy_Loewe=-39.8, Synergy_HSA=-1.80. (3) Drug 1: C1=CC=C(C(=C1)C(C2=CC=C(C=C2)Cl)C(Cl)Cl)Cl. Drug 2: CC(C)CN1C=NC2=C1C3=CC=CC=C3N=C2N. Cell line: SK-OV-3. Synergy scores: CSS=-0.158, Synergy_ZIP=1.24, Synergy_Bliss=1.59, Synergy_Loewe=-0.0951, Synergy_HSA=-0.207. (4) Drug 1: CC1=C2C(C(=O)C3(C(CC4C(C3C(C(C2(C)C)(CC1OC(=O)C(C(C5=CC=CC=C5)NC(=O)OC(C)(C)C)O)O)OC(=O)C6=CC=CC=C6)(CO4)OC(=O)C)OC)C)OC. Drug 2: C1=NNC2=C1C(=O)NC=N2. Cell line: UACC-257. Synergy scores: CSS=18.6, Synergy_ZIP=-2.78, Synergy_Bliss=-0.0903, Synergy_Loewe=-8.12, Synergy_HSA=-0.200. (5) Drug 1: CC=C1C(=O)NC(C(=O)OC2CC(=O)NC(C(=O)NC(CSSCCC=C2)C(=O)N1)C(C)C)C(C)C. Drug 2: CNC(=O)C1=NC=CC(=C1)OC2=CC=C(C=C2)NC(=O)NC3=CC(=C(C=C3)Cl)C(F)(F)F. Cell line: SR. Synergy scores: CSS=67.5, Synergy_ZIP=-0.848, Synergy_Bliss=3.73, Synergy_Loewe=4.64, Synergy_HSA=5.41. (6) Drug 1: C1=NC(=NC(=O)N1C2C(C(C(O2)CO)O)O)N. Drug 2: C1CNP(=O)(OC1)N(CCCl)CCCl. Cell line: SN12C. Synergy scores: CSS=6.02, Synergy_ZIP=0.148, Synergy_Bliss=0.828, Synergy_Loewe=-5.20, Synergy_HSA=-2.18. (7) Drug 1: CC1=C(C(CCC1)(C)C)C=CC(=CC=CC(=CC(=O)O)C)C. Drug 2: B(C(CC(C)C)NC(=O)C(CC1=CC=CC=C1)NC(=O)C2=NC=CN=C2)(O)O. Cell line: HCT-15. Synergy scores: CSS=19.2, Synergy_ZIP=4.55, Synergy_Bliss=7.86, Synergy_Loewe=-50.1, Synergy_HSA=2.22. (8) Drug 1: CC1C(C(=O)NC(C(=O)N2CCCC2C(=O)N(CC(=O)N(C(C(=O)O1)C(C)C)C)C)C(C)C)NC(=O)C3=C4C(=C(C=C3)C)OC5=C(C(=O)C(=C(C5=N4)C(=O)NC6C(OC(=O)C(N(C(=O)CN(C(=O)C7CCCN7C(=O)C(NC6=O)C(C)C)C)C)C(C)C)C)N)C. Drug 2: C1CN(P(=O)(OC1)NCCCl)CCCl. Cell line: TK-10. Synergy scores: CSS=6.04, Synergy_ZIP=4.62, Synergy_Bliss=-0.764, Synergy_Loewe=-92.8, Synergy_HSA=1.74. (9) Drug 1: C1=CN(C(=O)N=C1N)C2C(C(C(O2)CO)O)O.Cl. Drug 2: C1CNP(=O)(OC1)N(CCCl)CCCl. Cell line: MALME-3M. Synergy scores: CSS=22.8, Synergy_ZIP=-7.24, Synergy_Bliss=4.30, Synergy_Loewe=-23.9, Synergy_HSA=3.54. (10) Drug 1: C1CCN(CC1)CCOC2=CC=C(C=C2)C(=O)C3=C(SC4=C3C=CC(=C4)O)C5=CC=C(C=C5)O. Drug 2: CC1CCC2CC(C(=CC=CC=CC(CC(C(=O)C(C(C(=CC(C(=O)CC(OC(=O)C3CCCCN3C(=O)C(=O)C1(O2)O)C(C)CC4CCC(C(C4)OC)OCCO)C)C)O)OC)C)C)C)OC. Cell line: UACC-257. Synergy scores: CSS=0.102, Synergy_ZIP=1.89, Synergy_Bliss=3.59, Synergy_Loewe=-1.28, Synergy_HSA=-0.950.